Dataset: Reaction yield outcomes from USPTO patents with 853,638 reactions. Task: Predict the reaction yield, written as a fraction of the theoretical maximum amount of product (1.0 means a 100% yield; for example, 0.34 means a 34% yield). (1) The yield is 0.700. The product is [N+:11]([C:6]1[CH:5]=[C:4]2[C:9](=[CH:8][CH:7]=1)[NH:1][C:2](=[O:10])[CH2:3]2)([O-:13])=[O:12]. The reactants are [NH:1]1[C:9]2[C:4](=[CH:5][CH:6]=[CH:7][CH:8]=2)[CH2:3][C:2]1=[O:10].[N+:11]([O-])([OH:13])=[O:12]. The catalyst is S(=O)(=O)(O)O. (2) The reactants are [CH3:1][C:2]1[CH:3]=[C:4]([CH:7]=[CH:8][C:9]=1[O:10][CH2:11][CH2:12][CH2:13][N:14]1[CH2:19][CH2:18][N:17]([CH3:20])[CH2:16][CH2:15]1)[CH:5]=O.[CH3:21][C:22]1[C:27]([CH3:28])=[CH:26][CH:25]=[C:24]([NH2:29])[C:23]=1[NH2:30]. No catalyst specified. The product is [CH3:21][C:22]1[C:23]2[N:30]=[C:5]([C:4]3[CH:7]=[CH:8][C:9]([O:10][CH2:11][CH2:12][CH2:13][N:14]4[CH2:19][CH2:18][N:17]([CH3:20])[CH2:16][CH2:15]4)=[C:2]([CH3:1])[CH:3]=3)[NH:29][C:24]=2[CH:25]=[CH:26][C:27]=1[CH3:28]. The yield is 0.750. (3) The reactants are [C:1]([C:4]1[CH:9]=[CH:8][C:7]([N:10]2[C:15](=[O:16])[C:14]([CH2:17][C:18]3[CH:23]=[CH:22][C:21]([C:24]4[C:25]([C:30]#[N:31])=[CH:26][CH:27]=[CH:28][CH:29]=4)=[CH:20][CH:19]=3)=[C:13]([CH2:32][CH2:33][CH3:34])[N:12]=[C:11]2[CH2:35][CH3:36])=[CH:6][CH:5]=1)(=[O:3])[CH3:2].[CH3:37][Li].[Cl-].[NH4+]. The yield is 0.370. The catalyst is O1CCCC1. The product is [CH2:35]([C:11]1[N:10]([C:7]2[CH:6]=[CH:5][C:4]([C:1]([OH:3])([CH3:37])[CH3:2])=[CH:9][CH:8]=2)[C:15](=[O:16])[C:14]([CH2:17][C:18]2[CH:23]=[CH:22][C:21]([C:24]3[C:25]([C:30]#[N:31])=[CH:26][CH:27]=[CH:28][CH:29]=3)=[CH:20][CH:19]=2)=[C:13]([CH2:32][CH2:33][CH3:34])[N:12]=1)[CH3:36].